From a dataset of Drug-target binding data from BindingDB using Ki measurements. Regression. Given a target protein amino acid sequence and a drug SMILES string, predict the binding affinity score between them. We predict pKi (pKi = -log10(Ki in M); higher means stronger inhibition). Dataset: bindingdb_ki. (1) The small molecule is CCC(C)[C@H](NC(=O)[C@@H]1CCCN1C(=O)[C@@H](N)Cc1ccc(O)cc1)C(=O)N[C@@H](CCCCN)C(=O)N1CCC[C@H]1C(=O)N[C@@H](CCC(=O)O)C(=O)N[C@@H](C)C(=O)N1CCC[C@H]1C(=O)NCC(=O)N[C@@H](CCC(=O)O)C(=O)N[C@@H](CC(=O)O)C(=O)N[C@@H](C)C(=O)N[C@@H](CO)C(=O)N1CCC[C@H]1C(=O)N[C@@H](CCC(=O)O)C(=O)N[C@@H](CCC(=O)O)C(=O)N[C@@H](CC(C)C)C(=O)N[C@@H](CC(N)=O)C(=O)N[C@@H](CCCN=C(N)N)C(=O)N[C@@H](Cc1ccc(O)cc1)C(=O)N[C@@H](Cc1ccc(O)cc1)C(=O)N[C@@H](C)C(=O)N[C@@H](CO)C(=O)N[C@@H](CC(C)C)C(=O)N[C@@H](CCCN=C(N)N)C(=O)N[C@@H](Cc1c[nH]cn1)C(=O)N[C@@H](Cc1ccc(O)cc1)C(=O)N[C@@H](CC(C)C)C(=O)N[C@@H](CC(N)=O)C(=O)N[C@@H](CC(C)C)C(=O)N[C@@H](CC(C)C)C(=O)N[C@H](C(=O)N[C@@H](CCCN=C(N)N)C(=O)N1CCC[C@H]1C(=O)N[C@@H](CCCN=C(N)N)C(=O)N[C@@H](Cc1ccc(O)cc1)C(=O)O)[C@@H](C)O. The target protein (Q9WVD0) has sequence MNSTSFSQLENHSVHYNLSEEKPSFFAFENDDCHLPLAVIFTLALAYGAVIILGVSGNLALILIILKQKEMRNVTNILIVNLSFSDLLVAIMCLPFTFVYTLMDHWIFGEIMCKLNPFVQCVSITVSIFSLVLIAVERHQLIINPRGWRPNNRHAYIGIAVIWVLAVASSLPFMIYQVLTDEPFQNVTLDAFKDKLVCFDQFPSDSHRLSYTTLLLVLQYFGPLCFIFICYFKIYIRLKRRNNMMDKMRDSKYRSSESKRINIMLLSIVVAFAVCWLPLTIFNTVFDWNHQIIATCNHNLLFLLCHLTAMISTCVNPIFYGFLNKNFQRDLQFFFNFCDFRSRDDDYETIAMSTMHTDVSKTSLKQASPLAFKKISCVENEKI. The pKi is 8.7. (2) The compound is CC/C(=C(/c1ccc(OCCN(C)C)cc1)c1ccc(OS(N)(=O)=O)cc1)c1ccccc1. The target protein (P15589) has sequence MLWPCLLALLLSQLNFLCAARPGPGPNFLLIMADDLGIGDLGCYGNRTLRTPHIDRLALEGVKLTQHLAAAPLCTPSRAAFLTGRYPVRSGMASHGRLGVFLFSASSGGLPPNEVTFAKLLKGQGYTTGLVGKWHLGLSCQAASDFCHHPGRHGFDRFLGTPTTNLRDCKPGGGTVFGSAQQVFVVLPMNILGAVLLAMALARWAGLARPPGWVFGVTVAAMAAVGGAYVAFLYHFRPANCFLMADFTITQQPTDYKGLTQRLASEAGDFLRRNRDTPFLLFLSFMHVHTAHFANPEFAGQSLHGAYGDAVEEMDWAVGQVLATLDKLGLANNTLVYLTSDHGAHVEELGPNGERHGGSNGIYRGGKANTWEGGIRVPGLVRWPGVIVPGQEVEEPTSNMDVFPTVARLAGAELPTDRVIDGRDLMPLLLGHVQHSEHEFLFHYCNAYLSAVAWRPHNSSSVWKAFYFTPNFDPPGSNGCFSTHVCMCHGHHVTHHDPPL.... The pKi is 4.4. (3) The pKi is 4.3. The small molecule is CO[C@H]1/C=C/O[C@@]2(C)Oc3c(C)c(O)c4c(O)c(c(/C=N/N5CCN(C)CC5)c(O)c4c3C2=O)NC(=O)/C(C)=C\C=C\[C@H](C)[C@H](O)[C@@H](C)[C@@H](O)[C@@H](C)[C@H](OC(C)=O)[C@@H]1C. The target protein (P46721) has sequence MGETEKRIETHRIRCLSKLKMFLLAITCAFVSKTLSGSYMNSMLTQIERQFNIPTSLVGFINGSFEIGNLLLIIFVSYFGTKLHRPIMIGIGCVVMGLGCFLKSLPHFLMNQYEYESTVSVSGNLSSNSFLCMENGTQILRPTQDPSECTKEVKSLMWVYVLVGNIVRGMGETPILPLGISYIEDFAKFENSPLYIGLVETGAIIGPLIGLLLASFCANVYVDTGFVNTDDLIITPTDTRWVGAWWFGFLICAGVNVLTAIPFFFLPNTLPKEGLETNADIIKNENEDKQKEEVKKEKYGITKDFLPFMKSLSCNPIYMLFILVSVIQFNAFVNMISFMPKYLEQQYGISSSDAIFLMGIYNLPPICIGYIIGGLIMKKFKITVKQAAHIGCWLSLLEYLLYFLSFLMTCENSSVVGINTSYEGIPQDLYVENDIFADCNVDCNCPSKIWDPVCGNNGLSYLSACLAGCETSIGTGINMVFQNCSCIQTSGNSSAVLGLC.... (4) The small molecule is CCCCCCCC(=O)OC[C@H](CO)OC(=O)CCCCCCC. The target protein (P23298) has sequence MSSGTMKFNGYLRVRIGEAVGLQPTRWSLRHSLFKKGHQLLDPYLTVSVDQVRVGQTSTKQKTNKPTYNEEFCANVTDGGHLELAVFHETPLGYDHFVANCTLQFQELLRTAGTSDTFEGWVDLEPEGKVFVVITLTGSFTEATLQRDRIFKHFTRKRQRAMRRRVHQVNGHKFMATYLRQPTYCSHCREFIWGVFGKQGYQCQVCTCVVHKRCHHLIVTACTCQNNINKVDAKIAEQRFGINIPHKFNVHNYKVPTFCDHCGSLLWGIMRQGLQCKICKMNVHIRCQANVAPNCGVNAVELAKTLAGMGLQPGNISPTSKLISRSTLRRQGKEGSKEGNGIGVNSSSRFGIDNFEFIRVLGKGSFGKVMLARIKETGELYAVKVLKKDVILQDDDVECTMTEKRILSLARNHPFLTQLFCCFQTPDRLFFVMEFVNGGDLMFHIQKSRRFDEARARFYAAEIISALMFLHEKGIIYRDLKLDNVLLDHEGHCKLADFGM.... The pKi is 7.8. (5) The small molecule is [NH3+][C@@H](CC[NH2+]CP(=O)([O-])CP(=O)([O-])O)C(=O)[O-]. The target protein (P00480) has sequence MLFNLRILLNNAAFRNGHNFMVRNFRCGQPLQNKVQLKGRDLLTLKNFTGEEIKYMLWLSADLKFRIKQKGEYLPLLQGKSLGMIFEKRSTRTRLSTETGFALLGGHPCFLTTQDIHLGVNESLTDTARVLSSMADAVLARVYKQSDLDTLAKEASIPIINGLSDLYHPIQILADYLTLQEHYSSLKGLTLSWIGDGNNILHSIMMSAAKFGMHLQAATPKGYEPDASVTKLAEQYAKENGTKLLLTNDPLEAAHGGNVLITDTWISMGQEEEKKKRLQAFQGYQVTMKTAKVAASDWTFLHCLPRKPEEVDDEVFYSPRSLVFPEAENRKWTIMAVMVSLLTDYSPQLQKPKF. The pKi is 2.5. (6) The compound is Cc1cc([C@@H]2CCCN2C)on1. The target protein sequence is RATPYSLQETLTLVCLAGLLMLFTVFGNVLVIIAVFTSRALKAPQNLFLVSLASADILVATLVIPFSLANEVMGYWYFGKVWCEIYLALDVLFCTSSIVHLCAI. The pKi is 5.0.